From a dataset of Full USPTO retrosynthesis dataset with 1.9M reactions from patents (1976-2016). Predict the reactants needed to synthesize the given product. (1) The reactants are: Br[C:2]1[CH:10]=[C:9]2[C:5]([CH:6]=[CH:7][NH:8]2)=[C:4]([NH:11][S:12]([C:15]2[CH:20]=[CH:19][C:18]([O:21][CH3:22])=[CH:17][CH:16]=2)(=[O:14])=[O:13])[CH:3]=1.[B:23]1([B:23]2[O:27][C:26]([CH3:29])([CH3:28])[C:25]([CH3:31])([CH3:30])[O:24]2)[O:27][C:26]([CH3:29])([CH3:28])[C:25]([CH3:31])([CH3:30])[O:24]1.C([O-])(=O)C.[K+]. Given the product [CH3:22][O:21][C:18]1[CH:19]=[CH:20][C:15]([S:12]([NH:11][C:4]2[CH:3]=[C:2]([B:23]3[O:27][C:26]([CH3:29])([CH3:28])[C:25]([CH3:31])([CH3:30])[O:24]3)[CH:10]=[C:9]3[C:5]=2[CH:6]=[CH:7][NH:8]3)(=[O:14])=[O:13])=[CH:16][CH:17]=1, predict the reactants needed to synthesize it. (2) Given the product [CH2:34]([O:36][CH2:37][C@@H:38]1[C@H:40]([CH:41]=[O:42])[C@:39]1([CH3:59])[C:45]1[CH:54]=[CH:53][C:52]2[C:51]([CH3:56])([CH3:55])[CH2:50][CH2:49][C:48]([CH3:58])([CH3:57])[C:47]=2[CH:46]=1)[CH3:28], predict the reactants needed to synthesize it. The reactants are: COC[C@@H]1[C@H](C=O)[C@]1(C)C1C=CC2C(C)(C)CCC(C)(C)C=2C=1.CC12C(C)(C)[C:28]([C:34]([O:36][CH2:37][C@H:38]3[C@@H:40]([CH2:41][O:42]CC)[C@@:39]3([CH3:59])[C:45]3[CH:54]=[CH:53][C:52]4[C:51]([CH3:56])([CH3:55])[CH2:50][CH2:49][C:48]([CH3:58])([CH3:57])[C:47]=4[CH:46]=3)=O)(CC1)OC2=O. (3) Given the product [CH:18]1([CH2:17][C@@H:13]([C:14](=[O:16])[N:23]2[CH2:27][CH2:26][CH2:25][C@H:24]2[C:28]2[NH:39][C:38]3[CH:37]=[CH:36][CH:35]=[C:34]4[C:40]=3[C:30]([N:29]=2)=[CH:31][CH:32]=[CH:33]4)[CH2:12][N:9]([OH:8])[CH:10]=[O:11])[CH2:19][CH2:20][CH2:21][CH2:22]1, predict the reactants needed to synthesize it. The reactants are: C([O:8][N:9]([CH2:12][C@@H:13]([CH2:17][CH:18]1[CH2:22][CH2:21][CH2:20][CH2:19]1)[C:14]([OH:16])=O)[CH:10]=[O:11])C1C=CC=CC=1.[NH:23]1[CH2:27][CH2:26][CH2:25][C@H:24]1[C:28]1[NH:29][C:30]2[CH:31]=[CH:32][CH:33]=[C:34]3[C:40]=2[C:38]([N:39]=1)=[CH:37][CH:36]=[CH:35]3. (4) The reactants are: [CH:1]1([C:7]2[C:11]3[CH:12]=[CH:13][C:14]([OH:16])=[CH:15][C:10]=3[O:9][N:8]=2)[CH2:6][CH2:5][CH2:4][CH2:3][CH2:2]1.Cl.Cl[CH2:19][CH2:20][N:21]1[CH2:26][CH2:25][CH2:24][CH2:23][CH2:22]1.C([O-])([O-])=O.[K+].[K+].O. Given the product [CH:1]1([C:7]2[C:11]3[CH:12]=[CH:13][C:14]([O:16][CH2:19][CH2:20][N:21]4[CH2:26][CH2:25][CH2:24][CH2:23][CH2:22]4)=[CH:15][C:10]=3[O:9][N:8]=2)[CH2:2][CH2:3][CH2:4][CH2:5][CH2:6]1, predict the reactants needed to synthesize it. (5) Given the product [CH2:75]([NH:33][C:31]([C:28]1[CH:29]=[C:30]2[C:22]([C:18]3[CH:19]=[CH:20][CH:21]=[C:16]([CH2:15][NH:14][C:12]([C:8]4[C:7](=[O:34])[N:6]([CH2:5][C:4]5[CH:35]=[CH:36][C:37]([F:38])=[C:2]([F:1])[CH:3]=5)[CH:11]=[CH:10][CH:9]=4)=[O:13])[CH:17]=3)=[CH:23][NH:24][C:25]2=[N:26][CH:27]=1)=[O:32])[CH2:40][CH3:41], predict the reactants needed to synthesize it. The reactants are: [F:1][C:2]1[CH:3]=[C:4]([CH:35]=[CH:36][C:37]=1[F:38])[CH2:5][N:6]1[CH:11]=[CH:10][CH:9]=[C:8]([C:12]([NH:14][CH2:15][C:16]2[CH:17]=[C:18]([C:22]3[C:30]4[C:25](=[N:26][CH:27]=[C:28]([C:31]([NH2:33])=[O:32])[CH:29]=4)[NH:24][CH:23]=3)[CH:19]=[CH:20][CH:21]=2)=[O:13])[C:7]1=[O:34].F[C:40]1[CH:41]=C(C=C[C:75]=1F)CN1C=CC=C(C(NCC2C=C(C3C4C(=NC=C(C(O)=O)C=4)NC=3)C=CC=2)=O)C1=O.C(N)CC. (6) Given the product [Cl:1][C:2]1[CH:3]=[CH:4][C:5]2[N:11]3[C:12]([C:15]([F:18])([F:17])[F:16])=[N:13][N:14]=[C:10]3[C@H:9]([CH2:19][C:20]([O:22][CH2:23][CH3:24])=[O:21])[O:8][C@@H:7]([C:25]3[CH:30]=[CH:29][CH:28]=[C:27]([O:31][CH3:32])[C:26]=3[O:33][C:34]([F:37])([F:35])[F:36])[C:6]=2[CH:38]=1.[Cl:1][C:2]1[CH:3]=[CH:4][C:5]2[N:11]3[C:12]([C:15]([F:18])([F:17])[F:16])=[N:13][N:14]=[C:10]3[C@@H:9]([CH2:19][C:20]([O:22][CH2:23][CH3:24])=[O:21])[O:8][C@H:7]([C:25]3[CH:30]=[CH:29][CH:28]=[C:27]([O:31][CH3:32])[C:26]=3[O:33][C:34]([F:37])([F:35])[F:36])[C:6]=2[CH:38]=1, predict the reactants needed to synthesize it. The reactants are: [Cl:1][C:2]1[CH:3]=[CH:4][C:5]2[N:11]3[C:12]([C:15]([F:18])([F:17])[F:16])=[N:13][N:14]=[C:10]3[C@@H:9]([CH2:19][C:20]([O:22][CH2:23][CH3:24])=[O:21])[O:8][C@H:7]([C:25]3[CH:30]=[CH:29][CH:28]=[C:27]([O:31][CH3:32])[C:26]=3[O:33][C:34]([F:37])([F:36])[F:35])[C:6]=2[CH:38]=1.CCCCCC. (7) Given the product [CH3:22][O:23][C:24](=[O:32])[CH2:25][CH2:26][CH2:27][CH2:28][C:29]1[O:31][CH:11]=[C:12]([C:14]2[C:19]([O:20][CH3:21])=[CH:18][CH:17]=[CH:16][N:15]=2)[N:30]=1, predict the reactants needed to synthesize it. The reactants are: B(F)(F)F.CCOCC.Br[CH2:11][C:12]([C:14]1[C:19]([O:20][CH3:21])=[CH:18][CH:17]=[CH:16][N:15]=1)=O.[CH3:22][O:23][C:24](=[O:32])[CH2:25][CH2:26][CH2:27][CH2:28][C:29](=[O:31])[NH2:30].